This data is from Forward reaction prediction with 1.9M reactions from USPTO patents (1976-2016). The task is: Predict the product of the given reaction. (1) Given the reactants [CH2:1]([O:8][N:9]1[C:15](=[O:16])[N:14]2[CH2:17][C@H:10]1[CH2:11][CH2:12][C@H:13]2[C:18]([OH:20])=O)[C:2]1[CH:7]=[CH:6][CH:5]=[CH:4][CH:3]=1.[C:21]([NH:24][NH2:25])(=[O:23])[CH3:22].ON1C2C=CC=CC=2N=N1.Cl.C(N=C=NCCCN(C)C)C, predict the reaction product. The product is: [C:21]([NH:24][NH:25][C:18]([C@@H:13]1[CH2:12][CH2:11][C@@H:10]2[CH2:17][N:14]1[C:15](=[O:16])[N:9]2[O:8][CH2:1][C:2]1[CH:3]=[CH:4][CH:5]=[CH:6][CH:7]=1)=[O:20])(=[O:23])[CH3:22]. (2) Given the reactants [F:1][C:2]1[CH:3]=[CH:4][C:5]([NH:12][CH2:13][C:14]([F:17])([F:16])[F:15])=[C:6]([CH:11]=1)[C:7]([O:9]C)=[O:8].[OH-].[Na+], predict the reaction product. The product is: [F:1][C:2]1[CH:3]=[CH:4][C:5]([NH:12][CH2:13][C:14]([F:15])([F:16])[F:17])=[C:6]([CH:11]=1)[C:7]([OH:9])=[O:8]. (3) Given the reactants [CH3:1][Si:2]([CH3:38])([CH3:37])[CH2:3][CH2:4][O:5][CH2:6][N:7]([CH2:29][O:30][CH2:31][CH2:32][Si:33]([CH3:36])([CH3:35])[CH3:34])[C:8]1[N:13]2[N:14]=[CH:15][CH:16]=[C:12]2[N:11]=[C:10]([CH:17]2[CH2:22][CH2:21][CH:20]([CH2:23][C:24]([O:26][CH2:27][CH3:28])=[O:25])[CH2:19][CH2:18]2)[CH:9]=1.[I:39]N1C(=O)CCC1=O, predict the reaction product. The product is: [CH3:34][Si:33]([CH3:36])([CH3:35])[CH2:32][CH2:31][O:30][CH2:29][N:7]([CH2:6][O:5][CH2:4][CH2:3][Si:2]([CH3:1])([CH3:37])[CH3:38])[C:8]1[N:13]2[N:14]=[CH:15][C:16]([I:39])=[C:12]2[N:11]=[C:10]([CH:17]2[CH2:22][CH2:21][CH:20]([CH2:23][C:24]([O:26][CH2:27][CH3:28])=[O:25])[CH2:19][CH2:18]2)[CH:9]=1. (4) Given the reactants [OH:1][C:2]1[C:3]([CH3:18])=[C:4]2[C:9](=[C:10]([CH3:13])[C:11]=1[CH3:12])[O:8][C:7]([CH3:17])([C:14]([OH:16])=O)[CH2:6][CH2:5]2.C1N=CN(C(N2C=NC=C2)=O)C=1.[CH3:31][O:32][CH2:33][CH2:34][NH2:35], predict the reaction product. The product is: [OH:1][C:2]1[C:3]([CH3:18])=[C:4]2[C:9](=[C:10]([CH3:13])[C:11]=1[CH3:12])[O:8][C:7]([CH3:17])([C:14]([NH:35][CH2:34][CH2:33][O:32][CH3:31])=[O:16])[CH2:6][CH2:5]2. (5) Given the reactants C[O:2][C:3]1[CH:4]=[CH:5][C:6]2[CH2:7][C:8]3([C:16]4[N:17]=[CH:18][NH:19][CH:20]=4)[CH:13]([C:14]=2[CH:15]=1)[CH2:12][CH2:11][CH2:10][CH2:9]3.Br.N, predict the reaction product. The product is: [NH:19]1[CH:20]=[C:16]([C:8]23[CH2:7][C:6]4[CH:5]=[CH:4][C:3]([OH:2])=[CH:15][C:14]=4[CH:13]2[CH2:12][CH2:11][CH2:10][CH2:9]3)[N:17]=[CH:18]1. (6) Given the reactants [C:1]1([C:14]2[CH:19]=[CH:18][CH:17]=[CH:16][CH:15]=2)[CH:6]=[CH:5][C:4]([C:7](=[N:9][O:10][CH2:11][CH2:12][OH:13])[CH3:8])=[CH:3][CH:2]=1.O[C:21]1[CH:26]=[CH:25][C:24]([CH2:27][C@H:28]([O:38][C:39]2[CH:44]=[CH:43][C:42]([CH3:45])=[CH:41][CH:40]=2)[C:29]([O:31][CH2:32][CH2:33][Si:34]([CH3:37])([CH3:36])[CH3:35])=[O:30])=[CH:23][CH:22]=1.C1(P(C2C=CC=CC=2)C2C=CC=CC=2)C=CC=CC=1.N(C(OC(C)C)=O)=NC(OC(C)C)=O, predict the reaction product. The product is: [C:1]1([C:14]2[CH:15]=[CH:16][CH:17]=[CH:18][CH:19]=2)[CH:6]=[CH:5][C:4]([C:7](=[N:9][O:10][CH2:11][CH2:12][O:13][C:21]2[CH:22]=[CH:23][C:24]([CH2:27][C@H:28]([O:38][C:39]3[CH:44]=[CH:43][C:42]([CH3:45])=[CH:41][CH:40]=3)[C:29]([O:31][CH2:32][CH2:33][Si:34]([CH3:35])([CH3:36])[CH3:37])=[O:30])=[CH:25][CH:26]=2)[CH3:8])=[CH:3][CH:2]=1. (7) Given the reactants [CH:1]1([C:7]2[C:8]3[CH:20]=[C:19]([C:21]([O:23]CC)=[O:22])[S:18][C:9]=3[NH:10][C:11]=2[C:12]2[CH:17]=[CH:16][CH:15]=[CH:14][CH:13]=2)[CH2:6][CH2:5][CH2:4][CH2:3][CH2:2]1.[H-].[Na+].Cl[CH2:29][C:30]([N:32]([CH3:34])[CH3:33])=[O:31].[OH-].[Na+], predict the reaction product. The product is: [CH:1]1([C:7]2[C:8]3[CH:20]=[C:19]([C:21]([OH:23])=[O:22])[S:18][C:9]=3[N:10]([CH2:29][C:30]([N:32]([CH3:34])[CH3:33])=[O:31])[C:11]=2[C:12]2[CH:13]=[CH:14][CH:15]=[CH:16][CH:17]=2)[CH2:2][CH2:3][CH2:4][CH2:5][CH2:6]1.